From a dataset of Full USPTO retrosynthesis dataset with 1.9M reactions from patents (1976-2016). Predict the reactants needed to synthesize the given product. (1) Given the product [CH3:1][C@:2]12[C@H:12]([CH2:13]/[CH:14]=[C:15]3\[C@H:16]([OH:21])[CH2:17][O:18][C:19]\3=[O:20])[C:10](=[CH2:11])[CH2:9][CH2:8][C@@H:7]1[C@:6]1([CH3:22])[CH2:23][O:24][C:28]([CH3:30])([CH3:29])[O:25][C@@H:5]1[CH2:4][CH2:3]2, predict the reactants needed to synthesize it. The reactants are: [CH3:1][C@:2]12[C@H:12]([CH2:13]/[CH:14]=[C:15]3\[C@H:16]([OH:21])[CH2:17][O:18][C:19]\3=[O:20])[C:10](=[CH2:11])[CH2:9][CH2:8][C@@H:7]1[C@@:6]([CH2:23][OH:24])([CH3:22])[C@H:5]([OH:25])[CH2:4][CH2:3]2.CO[C:28](OC)([CH3:30])[CH3:29].C1(C)C=CC(S([O-])(=O)=O)=CC=1.[NH+]1C=CC=CC=1.C1C=CC=CC=1.CS(C)=O. (2) Given the product [CH:21]1([CH2:24][O:25][C:26]2[CH:31]=[CH:30][C:29]([C:2]3[N:7]=[CH:6][N:5]=[C:4]([NH:8][C@@H:9]([C:17]([O:19][CH3:20])=[O:18])[CH2:10][C:11]4[CH:16]=[CH:15][CH:14]=[CH:13][CH:12]=4)[CH:3]=3)=[CH:28][CH:27]=2)[CH2:22][CH2:23]1, predict the reactants needed to synthesize it. The reactants are: Cl[C:2]1[N:7]=[CH:6][N:5]=[C:4]([NH:8][C@@H:9]([C:17]([O:19][CH3:20])=[O:18])[CH2:10][C:11]2[CH:16]=[CH:15][CH:14]=[CH:13][CH:12]=2)[CH:3]=1.[CH:21]1([CH2:24][O:25][C:26]2[CH:31]=[CH:30][C:29](B(O)O)=[CH:28][CH:27]=2)[CH2:23][CH2:22]1.C(=O)([O-])[O-].[K+].[K+].